This data is from Full USPTO retrosynthesis dataset with 1.9M reactions from patents (1976-2016). The task is: Predict the reactants needed to synthesize the given product. (1) The reactants are: Br[C:2]1[CH:3]=[CH:4][C:5]([F:17])=[C:6]([C:8]2[C:9]([C:15]#[N:16])=[C:10]([F:14])[CH:11]=[CH:12][CH:13]=2)[CH:7]=1.C([O-])(=O)C.[K+].[B:23]1([B:23]2[O:28][CH2:27][C:26]([CH3:30])([CH3:29])[CH2:25][O:24]2)[O:28][CH2:27][C:26]([CH3:30])([CH3:29])[CH2:25][O:24]1.CS(C)=O. Given the product [CH3:29][C:26]1([CH3:30])[CH2:27][O:28][B:23]([C:2]2[CH:3]=[CH:4][C:5]([F:17])=[C:6]([C:8]3[C:9]([C:15]#[N:16])=[C:10]([F:14])[CH:11]=[CH:12][CH:13]=3)[CH:7]=2)[O:24][CH2:25]1, predict the reactants needed to synthesize it. (2) Given the product [F:21][C:22]1[CH:27]=[C:26]([F:28])[CH:25]=[CH:24][C:23]=1[N:29]1[C:37]2[C:32](=[C:33]([NH:38][CH2:6][C:4]([OH:5])([CH2:3][C:2]([C:12]3[C:20]4[O:19][CH2:18][CH2:17][C:16]=4[CH:15]=[CH:14][CH:13]=3)([CH3:11])[CH3:1])[C:7]([F:8])([F:9])[F:10])[CH:34]=[CH:35][CH:36]=2)[CH:31]=[N:30]1, predict the reactants needed to synthesize it. The reactants are: [CH3:1][C:2]([C:12]1[C:20]2[O:19][CH2:18][CH2:17][C:16]=2[CH:15]=[CH:14][CH:13]=1)([CH3:11])[CH2:3][C:4]1([C:7]([F:10])([F:9])[F:8])[CH2:6][O:5]1.[F:21][C:22]1[CH:27]=[C:26]([F:28])[CH:25]=[CH:24][C:23]=1[N:29]1[C:37]2[CH:36]=[CH:35][CH:34]=[C:33]([NH2:38])[C:32]=2[CH:31]=[N:30]1. (3) The reactants are: [NH2:1][CH:2]1[CH2:7][CH2:6][N:5]([C:8]2[N:13]3[N:14]=[C:15]([CH3:17])[CH:16]=[C:12]3[N:11]=[C:10]([NH:18][C:19](=[O:30])[C:20]3[CH:25]=[CH:24][C:23]([C:26]([OH:29])([CH3:28])[CH3:27])=[CH:22][CH:21]=3)[CH:9]=2)[CH2:4][CH2:3]1.[CH:31]1([C:34](Cl)=[O:35])[CH2:33][CH2:32]1. Given the product [CH:31]1([C:34]([NH:1][CH:2]2[CH2:7][CH2:6][N:5]([C:8]3[N:13]4[N:14]=[C:15]([CH3:17])[CH:16]=[C:12]4[N:11]=[C:10]([NH:18][C:19](=[O:30])[C:20]4[CH:21]=[CH:22][C:23]([C:26]([OH:29])([CH3:27])[CH3:28])=[CH:24][CH:25]=4)[CH:9]=3)[CH2:4][CH2:3]2)=[O:35])[CH2:33][CH2:32]1, predict the reactants needed to synthesize it.